Dataset: Forward reaction prediction with 1.9M reactions from USPTO patents (1976-2016). Task: Predict the product of the given reaction. (1) Given the reactants [CH3:1][N:2]([CH3:10])[C:3]1[CH:8]=[CH:7][CH:6]=[C:5]([CH3:9])[CH:4]=1.FC(F)(F)S(O[C:17]1[CH:22]=[CH:21]C=[CH:19][C:18]=1[Si](C)(C)C)(=O)=O.[F-].[K+].C1OCCOCCOCCOCCOCCOC1, predict the reaction product. The product is: [CH3:1][N:2]([C:10]1[CH:21]=[CH:22][CH:17]=[CH:18][CH:19]=1)[C:3]1[CH:8]=[CH:7][CH:6]=[C:5]([CH3:9])[CH:4]=1. (2) Given the reactants Br[C:2]1[CH:7]=[CH:6][C:5]([S:8]([NH2:11])(=[O:10])=[O:9])=[CH:4][CH:3]=1.[C:12]([N:14]1[C:26]2[CH2:25][N:24]([CH3:27])[CH2:23][CH2:22][C:21]=2[C:20]2[C:15]1=[CH:16][CH:17]=[C:18]([CH3:28])[CH:19]=2)#[CH:13].CCCC[N+](CCCC)(CCCC)CCCC.[F-], predict the reaction product. The product is: [CH3:27][N:24]1[CH2:23][CH2:22][C:21]2[C:20]3[C:15](=[CH:16][CH:17]=[C:18]([CH3:28])[CH:19]=3)[N:14]([C:12]#[C:13][C:2]3[CH:7]=[CH:6][C:5]([S:8]([NH2:11])(=[O:10])=[O:9])=[CH:4][CH:3]=3)[C:26]=2[CH2:25]1. (3) Given the reactants [CH2:1]([NH:8][C:9]([C:11]1[S:15][C:14]([C:16]2[NH:17][N:18]=[CH:19][CH:20]=2)=[N:13][C:12]=1[CH3:21])=[O:10])[C:2]1[CH:7]=[CH:6][CH:5]=[CH:4][CH:3]=1.Br[C:23]([C:26]1[CH:31]=[CH:30][CH:29]=[CH:28][CH:27]=1)([CH3:25])[CH3:24].CCCCCCC, predict the reaction product. The product is: [CH2:1]([NH:8][C:9]([C:11]1[S:15][C:14]([C:16]2[CH:20]=[CH:19][N:18]([CH2:24][C@H:23]([C:26]3[CH:31]=[CH:30][CH:29]=[CH:28][CH:27]=3)[CH3:25])[N:17]=2)=[N:13][C:12]=1[CH3:21])=[O:10])[C:2]1[CH:3]=[CH:4][CH:5]=[CH:6][CH:7]=1.